From a dataset of Forward reaction prediction with 1.9M reactions from USPTO patents (1976-2016). Predict the product of the given reaction. (1) Given the reactants Br[C:2]1[CH:14]=[CH:13][C:5]([C:6]([NH:8][S:9]([CH3:12])(=[O:11])=[O:10])=[O:7])=[CH:4][C:3]=1[O:15][CH:16]1[CH2:19][O:18][CH2:17]1.[Cl:20][C:21]1[CH:22]=[C:23](B(O)O)[CH:24]=[N:25][C:26]=1[F:27].C([O-])([O-])=O.[Na+].[Na+].B(O)O.Cl, predict the reaction product. The product is: [Cl:20][C:21]1[CH:22]=[C:23]([C:2]2[CH:14]=[CH:13][C:5]([C:6]([NH:8][S:9]([CH3:12])(=[O:11])=[O:10])=[O:7])=[CH:4][C:3]=2[O:15][CH:16]2[CH2:19][O:18][CH2:17]2)[CH:24]=[N:25][C:26]=1[F:27]. (2) Given the reactants Cl[C:2]1[CH:17]=[C:6]2[C:7]3[C:12]([CH2:13][CH2:14][N:5]2[C:4](=[O:18])[N:3]=1)=[CH:11][C:10]([O:15][CH3:16])=[CH:9][CH:8]=3.[CH3:19][O:20][C:21]1[CH:28]=[CH:27][C:24]([CH2:25][NH2:26])=[CH:23][CH:22]=1, predict the reaction product. The product is: [CH3:16][O:15][C:10]1[CH:11]=[C:12]2[C:7](=[CH:8][CH:9]=1)[C:6]1=[CH:17][C:2]([NH:26][CH2:25][C:24]3[CH:27]=[CH:28][C:21]([O:20][CH3:19])=[CH:22][CH:23]=3)=[N:3][C:4](=[O:18])[N:5]1[CH2:14][CH2:13]2.